This data is from Full USPTO retrosynthesis dataset with 1.9M reactions from patents (1976-2016). The task is: Predict the reactants needed to synthesize the given product. (1) Given the product [NH2:1][C:2]1[N:7]=[C:6]([NH2:8])[C:5]([O:9][CH2:10][CH2:11][CH2:12][O:13][C:14]2[C:23]3[C:18](=[CH:19][CH:20]=[C:21]([O:24][CH2:25][CH2:26][CH2:27][C:28]([OH:30])=[O:29])[CH:22]=3)[N:17]=[C:16]([CH3:33])[CH:15]=2)=[C:4]([CH2:34][CH3:35])[N:3]=1, predict the reactants needed to synthesize it. The reactants are: [NH2:1][C:2]1[N:7]=[C:6]([NH2:8])[C:5]([O:9][CH2:10][CH2:11][CH2:12][O:13][C:14]2[C:23]3[C:18](=[CH:19][CH:20]=[C:21]([O:24][CH2:25][CH2:26][CH2:27][C:28]([O:30]CC)=[O:29])[CH:22]=3)[N:17]=[C:16]([CH3:33])[CH:15]=2)=[C:4]([CH2:34][CH3:35])[N:3]=1.[OH-].[K+].Cl. (2) Given the product [N:45]1[N:40]([CH2:2][C:3]2[C:12]3[C:7](=[CH:8][CH:9]=[CH:10][CH:11]=3)[C:6]([C:13]([NH:15][C:16]3[C:17]([C:22]([NH:24][CH2:25][CH:26]4[CH2:31][CH2:30][CH2:29][CH2:28][N:27]4[C:32]([O:34][C:35]([CH3:38])([CH3:37])[CH3:36])=[O:33])=[O:23])=[N:18][CH:19]=[CH:20][CH:21]=3)=[O:14])=[CH:5][CH:4]=2)[N:39]=[CH:43][CH:44]=1, predict the reactants needed to synthesize it. The reactants are: Br[CH2:2][C:3]1[C:12]2[C:7](=[CH:8][CH:9]=[CH:10][CH:11]=2)[C:6]([C:13]([NH:15][C:16]2[C:17]([C:22]([NH:24][CH2:25][CH:26]3[CH2:31][CH2:30][CH2:29][CH2:28][N:27]3[C:32]([O:34][C:35]([CH3:38])([CH3:37])[CH3:36])=[O:33])=[O:23])=[N:18][CH:19]=[CH:20][CH:21]=2)=[O:14])=[CH:5][CH:4]=1.[NH:39]1[CH:43]=NC=[N:40]1.[CH3:44][N:45](C=O)C. (3) Given the product [CH2:1]([O:3][CH2:4][C:5]1[N:6]([N:18]=[CH:24][C:20]2[O:19][CH:23]=[CH:22][CH:21]=2)[C:7]2[C:16]3[CH:15]=[CH:14][CH:13]=[CH:12][C:11]=3[N:10]=[CH:9][C:8]=2[N:17]=1)[CH3:2], predict the reactants needed to synthesize it. The reactants are: [CH2:1]([O:3][CH2:4][C:5]1[N:6]([NH2:18])[C:7]2[C:16]3[CH:15]=[CH:14][CH:13]=[CH:12][C:11]=3[N:10]=[CH:9][C:8]=2[N:17]=1)[CH3:2].[O:19]1[CH:23]=[CH:22][CH:21]=[C:20]1[CH:24]=O. (4) The reactants are: [CH3:1][C:2]1[C:6]([CH2:7][O:8][C:9]2[CH:10]=[CH:11][C:12]([CH2:15][C:16]([OH:18])=O)=[N:13][CH:14]=2)=[C:5]([CH3:19])[O:4][N:3]=1.C(Cl)CCl.Cl.[Cl:25][C:26]1[CH:31]=[CH:30][C:29]([CH:32]([C:34]2[CH:39]=[CH:38][CH:37]=[CH:36][CH:35]=2)[NH2:33])=[CH:28][CH:27]=1.C1C=CC2N(O)N=NC=2C=1.C(N(CC)CC)C. Given the product [Cl:25][C:26]1[CH:27]=[CH:28][C:29]([CH:32]([C:34]2[CH:35]=[CH:36][CH:37]=[CH:38][CH:39]=2)[NH:33][C:16](=[O:18])[CH2:15][C:12]2[CH:11]=[CH:10][C:9]([O:8][CH2:7][C:6]3[C:2]([CH3:1])=[N:3][O:4][C:5]=3[CH3:19])=[CH:14][N:13]=2)=[CH:30][CH:31]=1, predict the reactants needed to synthesize it. (5) The reactants are: [N:1]1[CH:9]=[C:8]2[C:4]([N:5]=[CH:6][NH:7]2)=[N:3][CH:2]=1.F[C:11]1[CH:16]=[CH:15][C:14]([N+:17]([O-])=O)=[CH:13][CH:12]=1.[Cl:20][C:21]1[CH:26]=[CH:25][C:24]([N:27]=[C:28]=[O:29])=[CH:23][C:22]=1[C:30]([F:33])([F:32])[F:31]. Given the product [Cl:20][C:21]1[CH:26]=[CH:25][C:24]([NH:27][C:28]([NH:17][C:14]2[CH:15]=[CH:16][C:11]([N:5]3[CH:6]=[N:7][C:8]4[C:4]3=[N:3][CH:2]=[N:1][CH:9]=4)=[CH:12][CH:13]=2)=[O:29])=[CH:23][C:22]=1[C:30]([F:31])([F:32])[F:33], predict the reactants needed to synthesize it. (6) Given the product [CH3:13][C:3]1[CH:4]=[CH:5][C:6]2[C:11](=[CH:10][CH:9]=[C:8]([CH3:12])[CH:7]=2)[C:2]=1[CH:21]=[O:22], predict the reactants needed to synthesize it. The reactants are: Br[C:2]1[C:11]2[C:6](=[CH:7][C:8]([CH3:12])=[CH:9][CH:10]=2)[CH:5]=[CH:4][C:3]=1[CH3:13].C([Li])CCC.CN(C)[CH:21]=[O:22].[Cl-].[NH4+].